From a dataset of Catalyst prediction with 721,799 reactions and 888 catalyst types from USPTO. Predict which catalyst facilitates the given reaction. Reactant: [CH2:1]([O:3][C:4]([C:6]1[C:7]([CH3:16])=[C:8]2[N:13]([CH:14]=1)[N:12]=[CH:11][N:10]=[C:9]2O)=[O:5])[CH3:2].P(Cl)(Cl)([Cl:19])=O.C(N(C(C)C)CC)(C)C.OP([O-])([O-])=O.[K+].[K+]. Product: [CH2:1]([O:3][C:4]([C:6]1[C:7]([CH3:16])=[C:8]2[N:13]([CH:14]=1)[N:12]=[CH:11][N:10]=[C:9]2[Cl:19])=[O:5])[CH3:2]. The catalyst class is: 11.